Task: Predict the product of the given reaction.. Dataset: Forward reaction prediction with 1.9M reactions from USPTO patents (1976-2016) (1) The product is: [C:1]([C:5]1[C:14]2[C:9](=[CH:10][C:11]([O:30][CH3:31])=[C:12](/[C:15](/[CH2:28][CH3:29])=[C:16](/[F:27])\[CH:17]=[CH:18]\[C:19](\[CH3:26])=[CH:20]\[C:21]([OH:23])=[O:22])[CH:13]=2)[O:8][C:7]([CH3:32])([CH3:33])[CH:6]=1)([CH3:4])([CH3:2])[CH3:3]. Given the reactants [C:1]([C:5]1[C:14]2[C:9](=[CH:10][C:11]([O:30][CH3:31])=[C:12](/[C:15](/[CH2:28][CH3:29])=[C:16](/[F:27])\[CH:17]=[CH:18]\[C:19](\[CH3:26])=[CH:20]\[C:21]([O:23]CC)=[O:22])[CH:13]=2)[O:8][C:7]([CH3:33])([CH3:32])[CH:6]=1)([CH3:4])([CH3:3])[CH3:2].[OH-].[Na+], predict the reaction product. (2) Given the reactants [F:1][C:2]([F:27])([F:26])[C:3]1[CH:8]=[CH:7][C:6]([C:9]([C:16]2[CH:21]=[CH:20][C:19]([C:22]([F:25])([F:24])[F:23])=[CH:18][CH:17]=2)=[CH:10]/[CH:11]=[CH:12]/[C:13](O)=[O:14])=[CH:5][CH:4]=1.[NH2:28][C:29]1[CH:38]=[CH:37][CH:36]=[C:35]2[C:30]=1[CH:31]=[CH:32][N:33]=[CH:34]2.CCN=C=NCCCN(C)C.Cl.C1C=CC2N(O)N=NC=2C=1.C(=O)([O-])O.[Na+], predict the reaction product. The product is: [CH:34]1[C:35]2[C:30](=[C:29]([NH:28][C:13](=[O:14])/[CH:12]=[CH:11]/[CH:10]=[C:9]([C:6]3[CH:7]=[CH:8][C:3]([C:2]([F:27])([F:1])[F:26])=[CH:4][CH:5]=3)[C:16]3[CH:21]=[CH:20][C:19]([C:22]([F:23])([F:25])[F:24])=[CH:18][CH:17]=3)[CH:38]=[CH:37][CH:36]=2)[CH:31]=[CH:32][N:33]=1. (3) Given the reactants [NH2:1][C:2]1[N:7]2[N:8]=[CH:9][C:10]([C@@H:11]3[O:21][C@H:20]4[C@@H:13]([O:14][Si:15]([CH:31]([CH3:33])[CH3:32])([CH:28]([CH3:30])[CH3:29])[O:16][Si:17]([CH:25]([CH3:27])[CH3:26])([CH:22]([CH3:24])[CH3:23])[O:18][CH2:19]4)[C@H:12]3O)=[C:6]2[N:5]=[CH:4][N:3]=1.C(N1C=CN=C1)(N1C=CN=C1)=S.CC(N=NC(C#N)(C)C)(C#N)C.C([SnH](CCCC)CCCC)CCC, predict the reaction product. The product is: [CH:31]([Si:15]1([CH:28]([CH3:30])[CH3:29])[O:14][C@H:13]2[CH2:12][C@H:11]([C:10]3[CH:9]=[N:8][N:7]4[C:2]([NH2:1])=[N:3][CH:4]=[N:5][C:6]=34)[O:21][C@@H:20]2[CH2:19][O:18][Si:17]([CH:22]([CH3:24])[CH3:23])([CH:25]([CH3:27])[CH3:26])[O:16]1)([CH3:33])[CH3:32].